This data is from Full USPTO retrosynthesis dataset with 1.9M reactions from patents (1976-2016). The task is: Predict the reactants needed to synthesize the given product. (1) Given the product [O:1]1[C:5]2[CH:6]=[CH:7][CH:8]=[CH:9][C:4]=2[C:3]([C:10]2[CH:15]=[CH:14][CH:13]=[CH:12][C:11]=2[C:16]([CH3:25])([CH2:22][CH:23]=[CH2:24])[C:17]([OH:19])=[O:18])=[N:2]1, predict the reactants needed to synthesize it. The reactants are: [O:1]1[C:5]2[CH:6]=[CH:7][CH:8]=[CH:9][C:4]=2[C:3]([C:10]2[CH:15]=[CH:14][CH:13]=[CH:12][C:11]=2[C:16]([CH3:25])([CH2:22][CH:23]=[CH2:24])[C:17]([O:19]CC)=[O:18])=[N:2]1.[OH-].[K+].Cl. (2) Given the product [CH:7]([C:10]1[CH:11]=[CH:12][C:13]([S:16]([NH:19][C:20]2[C:25]([C:26]3[CH:27]=[CH:28][C:29]([CH3:32])=[CH:30][CH:31]=3)=[C:24]([O:33][CH2:34][C:35]#[C:36][CH2:37][O:38][C:49]3[N:50]=[C:51]([O:53][CH3:54])[CH:52]=[C:47]([O:46][CH3:45])[N:48]=3)[N:23]=[C:22]([C:39]3[CH:40]=[CH:41][N:42]=[CH:43][CH:44]=3)[N:21]=2)(=[O:18])=[O:17])=[N:14][CH:15]=1)([CH3:9])[CH3:8], predict the reactants needed to synthesize it. The reactants are: C([O-])([O-])=O.[K+].[K+].[CH:7]([C:10]1[CH:11]=[CH:12][C:13]([S:16]([NH:19][C:20]2[C:25]([C:26]3[CH:31]=[CH:30][C:29]([CH3:32])=[CH:28][CH:27]=3)=[C:24]([O:33][CH2:34][C:35]#[C:36][CH2:37][OH:38])[N:23]=[C:22]([C:39]3[CH:44]=[CH:43][N:42]=[CH:41][CH:40]=3)[N:21]=2)(=[O:18])=[O:17])=[N:14][CH:15]=1)([CH3:9])[CH3:8].[CH3:45][O:46][C:47]1[CH:52]=[C:51]([O:53][CH3:54])[N:50]=[C:49](S(C)(=O)=O)[N:48]=1.